Predict the reaction yield, written as a fraction of the theoretical maximum amount of product (1.0 means a 100% yield; for example, 0.34 means a 34% yield). From a dataset of Reaction yield outcomes from USPTO patents with 853,638 reactions. (1) The reactants are [CH3:1][O:2][C:3]1[CH:4]=[C:5]2[C:9](=[CH:10][C:11]=1[N+:12]([O-:14])=[O:13])[NH:8][CH2:7][CH2:6]2.[Br:15][CH2:16][C:17](Cl)=[O:18].C([O-])([O-])=O.[K+].[K+].O. The catalyst is C(Cl)Cl. The product is [Br:15][CH2:16][C:17]([N:8]1[C:9]2[C:5](=[CH:4][C:3]([O:2][CH3:1])=[C:11]([N+:12]([O-:14])=[O:13])[CH:10]=2)[CH2:6][CH2:7]1)=[O:18]. The yield is 0.990. (2) The product is [Br:1][C:2]1[C:7]([O:8][CH3:9])=[CH:6][C:5]([C:10]2[CH:14]=[CH:13][N:12]([C:20](=[O:21])[CH:19]([O:18][CH3:17])[C:23]3[CH:24]=[CH:25][C:26]([N:29]4[CH2:30][CH2:31][O:32][CH2:33][CH2:34]4)=[CH:27][CH:28]=3)[N:11]=2)=[CH:4][C:3]=1[O:15][CH3:16]. The yield is 0.220. No catalyst specified. The reactants are [Br:1][C:2]1[C:7]([O:8][CH3:9])=[CH:6][C:5]([C:10]2[CH:14]=[CH:13][NH:12][N:11]=2)=[CH:4][C:3]=1[O:15][CH3:16].[CH3:17][O:18][CH:19]([C:23]1[CH:28]=[CH:27][C:26]([N:29]2[CH2:34][CH2:33][O:32][CH2:31][CH2:30]2)=[CH:25][CH:24]=1)[C:20](O)=[O:21]. (3) The reactants are [CH2:1]([N:3]1[CH2:8][CH2:7][N:6]([CH2:9][C:10]2[CH:15]=[CH:14][C:13]([NH:16][C:17](=[O:26])[CH2:18][C:19]3[CH:24]=[CH:23][CH:22]=[C:21](I)[CH:20]=3)=[CH:12][C:11]=2[C:27]([F:30])([F:29])[F:28])[CH2:5][CH2:4]1)[CH3:2].[CH3:31][Si:32]([C:35]#[CH:36])([CH3:34])[CH3:33].C(N(CC)CC)C.O. The catalyst is CN(C=O)C.C1(P(C2C=CC=CC=2)C2C=CC=CC=2)C=CC=CC=1.C1(P(C2C=CC=CC=2)C2C=CC=CC=2)C=CC=CC=1.[Pd](Cl)Cl. The product is [CH2:1]([N:3]1[CH2:8][CH2:7][N:6]([CH2:9][C:10]2[CH:15]=[CH:14][C:13]([NH:16][C:17](=[O:26])[CH2:18][C:19]3[CH:24]=[CH:23][CH:22]=[C:21]([C:36]#[C:35][Si:32]([CH3:34])([CH3:33])[CH3:31])[CH:20]=3)=[CH:12][C:11]=2[C:27]([F:30])([F:29])[F:28])[CH2:5][CH2:4]1)[CH3:2]. The yield is 0.850. (4) The reactants are [CH2:1]([C:3]1[CH:8]=[CH:7][C:6]([OH:9])=[C:5]([CH:10]([C:12]2[CH:17]=[CH:16][CH:15]=[CH:14][CH:13]=2)[CH3:11])[CH:4]=1)[CH3:2].C[O:19][C:20](=[O:40])[CH2:21][CH2:22][C:23]1[CH:28]=[CH:27][C:26]([O:29][CH2:30][CH2:31][C@@H:32](OS(C)(=O)=O)[CH3:33])=[CH:25][C:24]=1[CH3:39].C([O-])([O-])=O.[Cs+].[Cs+].Cl.[OH-].[Na+]. The catalyst is CN(C=O)C.O.CO. The product is [CH2:1]([C:3]1[CH:8]=[CH:7][C:6]([O:9][C@H:32]([CH3:33])[CH2:31][CH2:30][O:29][C:26]2[CH:27]=[CH:28][C:23]([CH2:22][CH2:21][C:20]([OH:40])=[O:19])=[C:24]([CH3:39])[CH:25]=2)=[C:5]([CH:10]([C:12]2[CH:17]=[CH:16][CH:15]=[CH:14][CH:13]=2)[CH3:11])[CH:4]=1)[CH3:2]. The yield is 0.300. (5) The reactants are [CH3:1][CH:2]1[CH2:7][CH2:6][N:5]([S:8]([C:11]2[CH:12]=[C:13]([CH:18]=[CH:19][CH:20]=2)[C:14](OC)=[O:15])(=[O:10])=[O:9])[CH2:4][CH2:3]1.[NH2:21][NH2:22]. The catalyst is CO. The product is [CH3:1][CH:2]1[CH2:7][CH2:6][N:5]([S:8]([C:11]2[CH:12]=[C:13]([CH:18]=[CH:19][CH:20]=2)[C:14]([NH:21][NH2:22])=[O:15])(=[O:10])=[O:9])[CH2:4][CH2:3]1. The yield is 0.644.